Dataset: NCI-60 drug combinations with 297,098 pairs across 59 cell lines. Task: Regression. Given two drug SMILES strings and cell line genomic features, predict the synergy score measuring deviation from expected non-interaction effect. Drug 1: CC1C(C(CC(O1)OC2CC(OC(C2O)C)OC3=CC4=CC5=C(C(=O)C(C(C5)C(C(=O)C(C(C)O)O)OC)OC6CC(C(C(O6)C)O)OC7CC(C(C(O7)C)O)OC8CC(C(C(O8)C)O)(C)O)C(=C4C(=C3C)O)O)O)O. Drug 2: CC12CCC3C(C1CCC2O)C(CC4=C3C=CC(=C4)O)CCCCCCCCCS(=O)CCCC(C(F)(F)F)(F)F. Cell line: OVCAR-4. Synergy scores: CSS=36.3, Synergy_ZIP=-1.03, Synergy_Bliss=-2.16, Synergy_Loewe=-19.1, Synergy_HSA=-1.20.